Dataset: Peptide-MHC class II binding affinity with 134,281 pairs from IEDB. Task: Regression. Given a peptide amino acid sequence and an MHC pseudo amino acid sequence, predict their binding affinity value. This is MHC class II binding data. (1) The peptide sequence is EALIHQLKINPYVLS. The MHC is DRB5_0101 with pseudo-sequence DRB5_0101. The binding affinity (normalized) is 0.284. (2) The peptide sequence is KFVDSTVVASVTIID. The MHC is DRB1_0401 with pseudo-sequence DRB1_0401. The binding affinity (normalized) is 0.412. (3) The peptide sequence is FVGKMYFNLIDTK. The MHC is H-2-IEd with pseudo-sequence H-2-IEd. The binding affinity (normalized) is 0. (4) The peptide sequence is SLLWNGPMAVSMTGVK. The MHC is DRB1_0301 with pseudo-sequence DRB1_0301. The binding affinity (normalized) is 0.547. (5) The peptide sequence is AFKLAATAANAAPAN. The MHC is DRB1_1001 with pseudo-sequence DRB1_1001. The binding affinity (normalized) is 1.00.